From a dataset of Full USPTO retrosynthesis dataset with 1.9M reactions from patents (1976-2016). Predict the reactants needed to synthesize the given product. (1) Given the product [OH:10][CH:3]([C:4]1[CH:5]=[CH:6][CH:7]=[CH:8][CH:9]=1)[C:11]1[CH:32]=[CH:31][C:14]([NH:15][C:16]2[N:21]=[C:20]([C:22]3[N:26]4[CH:27]=[CH:28][CH:29]=[CH:30][C:25]4=[N:24][CH:23]=3)[CH:19]=[CH:18][N:17]=2)=[CH:13][CH:12]=1, predict the reactants needed to synthesize it. The reactants are: [BH4-].[Na+].[C:3]([C:11]1[CH:32]=[CH:31][C:14]([NH:15][C:16]2[N:21]=[C:20]([C:22]3[N:26]4[CH:27]=[CH:28][CH:29]=[CH:30][C:25]4=[N:24][CH:23]=3)[CH:19]=[CH:18][N:17]=2)=[CH:13][CH:12]=1)(=[O:10])[C:4]1[CH:9]=[CH:8][CH:7]=[CH:6][CH:5]=1.Cl. (2) The reactants are: [C:1]([C:3]1[C:4]([CH3:27])=[C:5]([C@@H:10]2[CH2:15][N:14]3[CH2:16][CH2:17][NH:18][CH2:19][C@H:13]3[CH2:12][N:11]2[C:20]([O:22][C:23]([CH3:26])([CH3:25])[CH3:24])=[O:21])[CH:6]=[CH:7][C:8]=1[F:9])#[N:2].[N:28]1([C:33]2[CH:38]=[CH:37][C:36]([CH2:39][C:40](O)=[O:41])=[CH:35][CH:34]=2)[CH:32]=[N:31][N:30]=[N:29]1.CN(C(ON1N=NC2C=CC=NC1=2)=[N+](C)C)C.F[P-](F)(F)(F)(F)F.C(N(C(C)C)CC)(C)C. Given the product [N:28]1([C:33]2[CH:34]=[CH:35][C:36]([CH2:39][C:40]([N:18]3[CH2:17][CH2:16][N:14]4[CH2:15][C@@H:10]([C:5]5[CH:6]=[CH:7][C:8]([F:9])=[C:3]([C:1]#[N:2])[C:4]=5[CH3:27])[N:11]([C:20]([O:22][C:23]([CH3:24])([CH3:26])[CH3:25])=[O:21])[CH2:12][C@@H:13]4[CH2:19]3)=[O:41])=[CH:37][CH:38]=2)[CH:32]=[N:31][N:30]=[N:29]1, predict the reactants needed to synthesize it.